This data is from Full USPTO retrosynthesis dataset with 1.9M reactions from patents (1976-2016). The task is: Predict the reactants needed to synthesize the given product. (1) Given the product [CH3:12][O:11][N:13]=[CH:4][C:3]1[CH:6]=[CH:7][CH:8]=[CH:9][C:2]=1[CH3:1], predict the reactants needed to synthesize it. The reactants are: [CH3:1][C:2]1[CH:9]=[CH:8][CH:7]=[CH:6][C:3]=1[CH:4]=O.Cl.[O:11]([NH2:13])[CH3:12]. (2) Given the product [CH3:1][O:2][C:3]1[C:11]2[O:10][C:9]([CH3:12])([CH3:13])[CH2:8][C:7]=2[CH:6]=[C:5]([CH:14]=[C:19]([N+:16]([O-:18])=[O:17])[CH3:20])[CH:4]=1, predict the reactants needed to synthesize it. The reactants are: [CH3:1][O:2][C:3]1[C:11]2[O:10][C:9]([CH3:13])([CH3:12])[CH2:8][C:7]=2[CH:6]=[C:5]([CH:14]=O)[CH:4]=1.[N+:16]([CH2:19][CH3:20])([O-:18])=[O:17].N1CCCCC1.C(O)(=O)C. (3) Given the product [C:13]([C:17]1[O:21][N:20]=[C:19]([NH:22][CH:1]=[O:2])[CH:18]=1)([CH3:16])([CH3:15])[CH3:14], predict the reactants needed to synthesize it. The reactants are: [CH:1](OC1C=CC([N+]([O-])=O)=CC=1)=[O:2].[C:13]([C:17]1[O:21][N:20]=[C:19]([NH2:22])[CH:18]=1)([CH3:16])([CH3:15])[CH3:14].C(=O)([O-])O.[Na+]. (4) Given the product [ClH:1].[ClH:1].[N+:50]([O:53][CH2:8][CH2:9][CH2:10][O:11][C:12](=[O:41])[C@@H:13]1[CH2:17][CH2:16][CH2:15][N:14]1[C:18](=[O:40])[C@H:19]([CH2:35][CH2:36][CH2:37][CH2:38][NH2:39])[NH:20][C@H:21]([C:30]([O:32][CH2:33][CH3:34])=[O:31])[CH2:22][CH2:23][C:24]1[CH:29]=[CH:28][CH:27]=[CH:26][CH:25]=1)([O-:52])=[O:51], predict the reactants needed to synthesize it. The reactants are: [ClH:1].Cl.[N+](OC[CH2:8][CH2:9][CH2:10][O:11][C:12](=[O:41])[C@@H:13]1[CH2:17][CH2:16][CH2:15][N:14]1[C:18](=[O:40])[C@H:19]([CH2:35][CH2:36][CH2:37][CH2:38][NH2:39])[NH:20][C@H:21]([C:30]([O:32][CH2:33][CH3:34])=[O:31])[CH2:22][CH2:23][C:24]1[CH:29]=[CH:28][CH:27]=[CH:26][CH:25]=1)([O-])=O.C(O)(=O)/C=C\C(O)=O.[N+:50]([O:53]CCCOC(=O)[C@@H]1CCCN1C(=O)[C@H](C)N[C@H](C(OCC)=O)CCC1C=CC=CC=1)([O-:52])=[O:51]. (5) Given the product [CH3:29][O:28][C:23]1[CH:24]=[CH:25][CH:26]=[CH:27][C:22]=1[CH2:21][N:7]([C:5]([O:2][CH3:1])=[O:6])[C:8]1[CH:13]=[CH:12][CH:11]=[CH:10][C:9]=1[O:14][C:15]1[CH:20]=[CH:19][CH:18]=[CH:17][CH:16]=1, predict the reactants needed to synthesize it. The reactants are: [CH3:1][O-:2].[Na+].Cl[C:5]([N:7]([CH2:21][C:22]1[CH:27]=[CH:26][CH:25]=[CH:24][C:23]=1[O:28][CH3:29])[C:8]1[CH:13]=[CH:12][CH:11]=[CH:10][C:9]=1[O:14][C:15]1[CH:20]=[CH:19][CH:18]=[CH:17][CH:16]=1)=[O:6]. (6) Given the product [NH2:13][C:12]1[CH:14]=[C:8]([C:22]2[C:23]([C:24]#[N:25])=[CH:26][CH:27]=[CH:28][CH:29]=2)[CH:9]=[CH:10][C:11]=1[N:15]1[CH:19]=[CH:18][CH:17]=[N:16]1, predict the reactants needed to synthesize it. The reactants are: CC1(C)COB([C:8]2[CH:9]=[CH:10][C:11]([N:15]3[CH:19]=[CH:18][CH:17]=[N:16]3)=[C:12]([CH:14]=2)[NH2:13])OC1.Br[C:22]1[CH:29]=[CH:28][CH:27]=[CH:26][C:23]=1[C:24]#[N:25].P([O-])([O-])([O-])=O.[K+].[K+].[K+]. (7) Given the product [CH3:1][N:2]([CH3:13])[C:3]1[CH:11]=[C:10]2[C:6]([CH2:7][CH2:8][C:9]2=[N:14][OH:15])=[CH:5][CH:4]=1, predict the reactants needed to synthesize it. The reactants are: [CH3:1][N:2]([CH3:13])[C:3]1[CH:11]=[C:10]2[C:6]([CH2:7][CH2:8][C:9]2=O)=[CH:5][CH:4]=1.[NH2:14][OH:15].Cl.C([O-])(=O)C.[Na+].